Dataset: NCI-60 drug combinations with 297,098 pairs across 59 cell lines. Task: Regression. Given two drug SMILES strings and cell line genomic features, predict the synergy score measuring deviation from expected non-interaction effect. (1) Drug 1: CCC(=C(C1=CC=CC=C1)C2=CC=C(C=C2)OCCN(C)C)C3=CC=CC=C3.C(C(=O)O)C(CC(=O)O)(C(=O)O)O. Drug 2: CC1C(C(CC(O1)OC2CC(CC3=C2C(=C4C(=C3O)C(=O)C5=CC=CC=C5C4=O)O)(C(=O)C)O)N)O. Cell line: U251. Synergy scores: CSS=39.7, Synergy_ZIP=-2.61, Synergy_Bliss=-2.96, Synergy_Loewe=-8.41, Synergy_HSA=0.579. (2) Drug 1: C1=CC(=C2C(=C1NCCNCCO)C(=O)C3=C(C=CC(=C3C2=O)O)O)NCCNCCO. Drug 2: CN1C(=O)N2C=NC(=C2N=N1)C(=O)N. Cell line: NCI-H460. Synergy scores: CSS=27.9, Synergy_ZIP=-6.53, Synergy_Bliss=-12.7, Synergy_Loewe=-42.4, Synergy_HSA=-10.2. (3) Drug 1: CNC(=O)C1=NC=CC(=C1)OC2=CC=C(C=C2)NC(=O)NC3=CC(=C(C=C3)Cl)C(F)(F)F. Synergy scores: CSS=-11.1, Synergy_ZIP=5.66, Synergy_Bliss=-0.569, Synergy_Loewe=-10.4, Synergy_HSA=-11.2. Cell line: OVCAR-4. Drug 2: C1CNP(=O)(OC1)N(CCCl)CCCl. (4) Drug 1: CN(C)C1=NC(=NC(=N1)N(C)C)N(C)C. Drug 2: C1C(C(OC1N2C=NC3=C(N=C(N=C32)Cl)N)CO)O. Cell line: SK-MEL-5. Synergy scores: CSS=-6.57, Synergy_ZIP=2.52, Synergy_Bliss=-2.97, Synergy_Loewe=-10.0, Synergy_HSA=-8.43. (5) Drug 1: CN1CCC(CC1)COC2=C(C=C3C(=C2)N=CN=C3NC4=C(C=C(C=C4)Br)F)OC. Drug 2: CC1=C(N=C(N=C1N)C(CC(=O)N)NCC(C(=O)N)N)C(=O)NC(C(C2=CN=CN2)OC3C(C(C(C(O3)CO)O)O)OC4C(C(C(C(O4)CO)O)OC(=O)N)O)C(=O)NC(C)C(C(C)C(=O)NC(C(C)O)C(=O)NCCC5=NC(=CS5)C6=NC(=CS6)C(=O)NCCC[S+](C)C)O. Cell line: SN12C. Synergy scores: CSS=15.3, Synergy_ZIP=-6.55, Synergy_Bliss=-5.79, Synergy_Loewe=-4.10, Synergy_HSA=-3.28. (6) Drug 1: CC1=C(C(=CC=C1)Cl)NC(=O)C2=CN=C(S2)NC3=CC(=NC(=N3)C)N4CCN(CC4)CCO. Drug 2: CS(=O)(=O)CCNCC1=CC=C(O1)C2=CC3=C(C=C2)N=CN=C3NC4=CC(=C(C=C4)OCC5=CC(=CC=C5)F)Cl. Cell line: SF-295. Synergy scores: CSS=0.232, Synergy_ZIP=0.321, Synergy_Bliss=-0.601, Synergy_Loewe=-6.95, Synergy_HSA=-3.13. (7) Drug 1: CC1=C2C(C(=O)C3(C(CC4C(C3C(C(C2(C)C)(CC1OC(=O)C(C(C5=CC=CC=C5)NC(=O)C6=CC=CC=C6)O)O)OC(=O)C7=CC=CC=C7)(CO4)OC(=O)C)O)C)OC(=O)C. Drug 2: CCN(CC)CCNC(=O)C1=C(NC(=C1C)C=C2C3=C(C=CC(=C3)F)NC2=O)C. Cell line: UACC-257. Synergy scores: CSS=25.7, Synergy_ZIP=0.449, Synergy_Bliss=3.25, Synergy_Loewe=-19.6, Synergy_HSA=4.33. (8) Drug 1: C1=NNC2=C1C(=O)NC=N2. Drug 2: CCN(CC)CCCC(C)NC1=C2C=C(C=CC2=NC3=C1C=CC(=C3)Cl)OC. Cell line: T-47D. Synergy scores: CSS=23.0, Synergy_ZIP=-3.96, Synergy_Bliss=0.731, Synergy_Loewe=4.21, Synergy_HSA=4.33. (9) Drug 1: CCCCC(=O)OCC(=O)C1(CC(C2=C(C1)C(=C3C(=C2O)C(=O)C4=C(C3=O)C=CC=C4OC)O)OC5CC(C(C(O5)C)O)NC(=O)C(F)(F)F)O. Drug 2: CC(C)(C#N)C1=CC(=CC(=C1)CN2C=NC=N2)C(C)(C)C#N. Cell line: UACC62. Synergy scores: CSS=31.5, Synergy_ZIP=-6.57, Synergy_Bliss=-11.3, Synergy_Loewe=-10.4, Synergy_HSA=-10.4.